From a dataset of Reaction yield outcomes from USPTO patents with 853,638 reactions. Predict the reaction yield, written as a fraction of the theoretical maximum amount of product (1.0 means a 100% yield; for example, 0.34 means a 34% yield). (1) The reactants are Br[C:2]1[CH:7]=[CH:6][C:5]([CH3:8])=[CH:4][C:3]=1[O:9][CH3:10].C([Li])(C)(C)C.CCCCC.[B:21](OC)([O:24]C)[O:22]C. The catalyst is C1COCC1. The product is [CH3:10][O:9][C:3]1[CH:4]=[C:5]([CH3:8])[CH:6]=[CH:7][C:2]=1[B:21]([OH:24])[OH:22]. The yield is 0.145. (2) The reactants are [CH:1]1([OH:5])[CH2:4][CH2:3][CH2:2]1.[H-].[Na+].[C:8]([C:12]1[N:13]=[C:14](Cl)[C:15]2[N:20]=[N:19][N:18]([CH2:21][C:22]3[CH:27]=[CH:26][CH:25]=[CH:24][C:23]=3[Cl:28])[C:16]=2[N:17]=1)([CH3:11])([CH3:10])[CH3:9].C(O)=O. The catalyst is CN(C=O)C. The product is [C:8]([C:12]1[N:13]=[C:14]([O:5][CH:1]2[CH2:4][CH2:3][CH2:2]2)[C:15]2[N:20]=[N:19][N:18]([CH2:21][C:22]3[CH:27]=[CH:26][CH:25]=[CH:24][C:23]=3[Cl:28])[C:16]=2[N:17]=1)([CH3:11])([CH3:9])[CH3:10]. The yield is 0.130. (3) The reactants are [Br:1][C:2]1[N:3]=[C:4]([CH:22]2[CH2:24][CH2:23]2)[N:5]([CH2:14][O:15][CH2:16][CH2:17][Si:18]([CH3:21])([CH3:20])[CH3:19])[C:6]=1[CH:7]1[CH2:12][CH:11]=[N:10][C:9]([Cl:13])=[N:8]1. The catalyst is CCOC(C)=O.[O-2].[O-2].[Mn+4]. The product is [Br:1][C:2]1[N:3]=[C:4]([CH:22]2[CH2:24][CH2:23]2)[N:5]([CH2:14][O:15][CH2:16][CH2:17][Si:18]([CH3:19])([CH3:20])[CH3:21])[C:6]=1[C:7]1[CH:12]=[CH:11][N:10]=[C:9]([Cl:13])[N:8]=1. The yield is 0.830. (4) The reactants are [C:1]([C:3]1[C:4]([CH3:14])=[N:5][S:6][C:7]=1[NH:8][C:9](=[O:13])[CH2:10][CH2:11][CH3:12])#[N:2].[OH:15]O. The catalyst is [NH4+].[OH-]. The product is [C:9]([NH:8][C:7]1[S:6][N:5]=[C:4]([CH3:14])[C:3]=1[C:1]([NH2:2])=[O:15])(=[O:13])[CH2:10][CH2:11][CH3:12]. The yield is 0.720. (5) The product is [C:1]([O:5][C:6]([N:8]([CH3:22])[CH2:9][CH2:10][C@H:11]1[CH2:16][CH2:15][C@H:14]([CH2:17][O:18][C:19](=[O:21])[CH3:20])[CH2:13][CH2:12]1)=[O:7])([CH3:4])([CH3:2])[CH3:3]. The reactants are [C:1]([O:5][C:6]([NH:8][CH2:9][CH2:10][C@H:11]1[CH2:16][CH2:15][C@H:14]([CH2:17][O:18][C:19](=[O:21])[CH3:20])[CH2:13][CH2:12]1)=[O:7])([CH3:4])([CH3:3])[CH3:2].[CH3:22]I.[H-].[Na+]. The yield is 0.677. The catalyst is CN(C)C=O. (6) The reactants are [OH:1][C:2]1[CH:7]=[CH:6][C:5]([CH2:8][C@@H:9]([N:33](C)[C:34](=O)OC(C)(C)C)[C:10](=[O:32])[NH:11][C:12]2[CH:13]=[C:14]3[C:30](=[O:31])[NH:29][N:28]=[CH:27][C:16]4=[C:17]([C:21]5[CH:26]=[CH:25][CH:24]=[CH:23][CH:22]=5)[NH:18][C:19]([CH:20]=2)=[C:15]34)=[CH:4][CH:3]=1.[ClH:42].C(N(CC)CC)C. The catalyst is O1CCOCC1. The product is [ClH:42].[OH:1][C:2]1[CH:7]=[CH:6][C:5]([CH2:8][C@@H:9]([NH:33][CH3:34])[C:10]([NH:11][C:12]2[CH:13]=[C:14]3[C:30](=[O:31])[NH:29][N:28]=[CH:27][C:16]4=[C:17]([C:21]5[CH:26]=[CH:25][CH:24]=[CH:23][CH:22]=5)[NH:18][C:19]([CH:20]=2)=[C:15]34)=[O:32])=[CH:4][CH:3]=1. The yield is 0.480. (7) The reactants are O[C:2]1[C:3]([C:11]2([CH2:32][OH:33])[C:19]3[C:14](=[CH:15][CH:16]=[CH:17][CH:18]=3)[N:13]([CH2:20][C:21]3[CH:30]=[CH:29][CH:28]=[CH:27][C:22]=3[C:23]([O:25][CH3:26])=[O:24])[C:12]2=[O:31])=[CH:4][C:5]2[O:9][CH2:8][O:7][C:6]=2[CH:10]=1.C1(CCN2C3C(=CC=CC=3)C(C3C(O)=CC4OCOC=4C=3)(CO)C2=O)CC1. No catalyst specified. The product is [O:31]=[C:12]1[C:11]2([C:3]3=[CH:4][C:5]4[O:9][CH2:8][O:7][C:6]=4[CH:10]=[C:2]3[O:33][CH2:32]2)[C:19]2[C:14](=[CH:15][CH:16]=[CH:17][CH:18]=2)[N:13]1[CH2:20][C:21]1[CH:30]=[CH:29][CH:28]=[CH:27][C:22]=1[C:23]([O:25][CH3:26])=[O:24]. The yield is 0.740.